Dataset: Catalyst prediction with 721,799 reactions and 888 catalyst types from USPTO. Task: Predict which catalyst facilitates the given reaction. (1) Reactant: Cl[C:2]1[C:7]([C:8]([O:10][CH2:11][CH3:12])=[O:9])=[CH:6][C:5]([F:13])=[CH:4][N:3]=1.[CH3:14][C:15]([CH3:20])([CH3:19])[CH2:16][CH2:17][NH2:18]. Product: [CH3:14][C:15]([CH3:20])([CH3:19])[CH2:16][CH2:17][NH:18][C:2]1[C:7]([C:8]([O:10][CH2:11][CH3:12])=[O:9])=[CH:6][C:5]([F:13])=[CH:4][N:3]=1. The catalyst class is: 162. (2) Reactant: Br[CH2:2][CH2:3][CH2:4][CH:5]=[CH2:6].[Cl:7][C:8]1[CH:9]=[CH:10][C:11]2[S:15][C:14](=[O:16])[NH:13][C:12]=2[CH:17]=1.C(=O)([O-])[O-].[K+].[K+]. Product: [Cl:7][C:8]1[CH:9]=[CH:10][C:11]2[S:15][C:14](=[O:16])[N:13]([CH2:6][CH2:5][CH2:4][CH:3]=[CH2:2])[C:12]=2[CH:17]=1. The catalyst class is: 10. (3) Product: [C:1]([NH:5][C:6]([C:8]1[C:16]2[C:11](=[N:12][CH:13]=[C:14]([N:17]3[CH2:22][CH2:21][CH2:20][C:19]4[N:23]([CH3:26])[N:24]=[CH:25][C:18]3=4)[N:15]=2)[NH:10][CH:9]=1)=[O:7])([CH3:4])([CH3:3])[CH3:2]. The catalyst class is: 2. Reactant: [C:1]([NH:5][C:6]([C:8]1[C:16]2[C:11](=[N:12][CH:13]=[C:14]([N:17]3[CH2:22][CH2:21][CH2:20][C:19]4[N:23]([CH3:26])[N:24]=[CH:25][C:18]3=4)[N:15]=2)[N:10](COCC[Si](C)(C)C)[CH:9]=1)=[O:7])([CH3:4])([CH3:3])[CH3:2].C(O)(C(F)(F)F)=O. (4) Reactant: [CH:1](NC(C)C)(C)C.C([Li])CCC.[Li+].CC([N-]C(C)C)C.[F:21][C:22]1[C:27]([F:28])=[CH:26][CH:25]=[CH:24][C:23]=1[CH2:29][C:30]#[N:31].CI. Product: [F:21][C:22]1[C:27]([F:28])=[CH:26][CH:25]=[CH:24][C:23]=1[CH:29]([CH3:1])[C:30]#[N:31]. The catalyst class is: 7.